Dataset: Full USPTO retrosynthesis dataset with 1.9M reactions from patents (1976-2016). Task: Predict the reactants needed to synthesize the given product. (1) Given the product [CH2:28]([NH:29][CH2:15][CH2:14][N:13]1[C:12]2[C:7]([C:8](=[O:18])[NH:9][C:10](=[O:17])[N:11]=2)=[N:6][C:5]2[CH:19]=[C:20]([CH3:21])[C:2]([Cl:1])=[CH:3][C:4]1=2)[C:22]1[CH:27]=[CH:26][CH:25]=[CH:24][CH:23]=1, predict the reactants needed to synthesize it. The reactants are: [Cl:1][C:2]1[C:20]([CH3:21])=[CH:19][C:5]2[N:6]=[C:7]3[C:12]([N:13]([CH2:14][CH:15]=O)[C:4]=2[CH:3]=1)=[N:11][C:10](=[O:17])[NH:9][C:8]3=[O:18].[C:22]1([CH2:28][NH2:29])[CH:27]=[CH:26][CH:25]=[CH:24][CH:23]=1.CC(O)=O.C([BH3-])#N.[Na+]. (2) Given the product [CH2:11]1[O:12][C:13]2([CH2:18][CH2:17][C:16]([OH:19])([C:3]3[CH:8]=[CH:7][C:6]([F:9])=[CH:5][CH:4]=3)[CH2:15][CH2:14]2)[O:20][CH2:10]1, predict the reactants needed to synthesize it. The reactants are: [Mg].Br[C:3]1[CH:8]=[CH:7][C:6]([F:9])=[CH:5][CH:4]=1.[CH2:10]1[O:20][C:13]2([CH2:18][CH2:17][C:16](=[O:19])[CH2:15][CH2:14]2)[O:12][CH2:11]1. (3) Given the product [CH3:25][O:24][C:7]1[CH:6]=[CH:5][C:4]2[N:3]=[C:2]([NH:26][C:27]3[CH:37]=[CH:36][C:30]4[O:31][CH2:32][C:33](=[O:35])[NH:34][C:29]=4[CH:28]=3)[C:11]3=[N:12][NH:13][CH:14]=[C:10]3[C:9]=2[CH:8]=1, predict the reactants needed to synthesize it. The reactants are: Cl[C:2]1[C:11]2=[N:12][N:13](CC3C=CC(OC)=CC=3)[CH:14]=[C:10]2[C:9]2[CH:8]=[C:7]([O:24][CH3:25])[CH:6]=[CH:5][C:4]=2[N:3]=1.[NH2:26][C:27]1[CH:37]=[CH:36][C:30]2[O:31][CH2:32][C:33](=[O:35])[NH:34][C:29]=2[CH:28]=1.Cl. (4) Given the product [CH3:28][N:19]([C@H:20]([C:22]1[CH:27]=[CH:26][CH:25]=[CH:24][CH:23]=1)[CH3:21])[C:8]1[CH:9]=[C:10]([NH2:11])[C:5]2[N:6]([C:2]([CH3:1])=[N:3][N:4]=2)[N:7]=1, predict the reactants needed to synthesize it. The reactants are: [CH3:1][C:2]1[N:6]2[N:7]=[C:8]([N:19]([CH3:28])[C@H:20]([C:22]3[CH:27]=[CH:26][CH:25]=[CH:24][CH:23]=3)[CH3:21])[CH:9]=[C:10]([NH:11]C(=O)OC(C)(C)C)[C:5]2=[N:4][N:3]=1.Cl. (5) Given the product [F:1][C:2]1[CH:3]=[C:4]([C@H:8]2[CH2:12][CH2:11][CH2:10][N:9]2[C:13]2[CH:18]=[CH:17][N:16]3[N:19]=[CH:20][C:21]([NH:22][C:28]([N:30]4[CH2:31][CH2:32][O:38][CH2:37][CH2:34]4)=[O:29])=[C:15]3[N:14]=2)[CH:5]=[CH:6][CH:7]=1, predict the reactants needed to synthesize it. The reactants are: [F:1][C:2]1[CH:3]=[C:4]([C@H:8]2[CH2:12][CH2:11][CH2:10][N:9]2[C:13]2[CH:18]=[CH:17][N:16]3[N:19]=[CH:20][C:21]([NH2:22])=[C:15]3[N:14]=2)[CH:5]=[CH:6][CH:7]=1.C1N=CN([C:28]([N:30]2[CH:34]=N[CH:32]=[CH:31]2)=[O:29])C=1.N1CC[O:38][CH2:37]C1.